Dataset: Reaction yield outcomes from USPTO patents with 853,638 reactions. Task: Predict the reaction yield, written as a fraction of the theoretical maximum amount of product (1.0 means a 100% yield; for example, 0.34 means a 34% yield). (1) The reactants are [CH2:1]([N:8]([CH2:28][C:29]1[CH:34]=[CH:33][CH:32]=[CH:31][CH:30]=1)[C@@H:9]([CH2:20][C:21]1[CH:26]=[CH:25][CH:24]=[C:23]([F:27])[CH:22]=1)[C:10](OCC1C=CC=CC=1)=[O:11])[C:2]1[CH:7]=[CH:6][CH:5]=[CH:4][CH:3]=1.[H-].[H-].[H-].[H-].[Li+].[Al+3]. The catalyst is C1COCC1. The product is [CH2:28]([N:8]([CH2:1][C:2]1[CH:3]=[CH:4][CH:5]=[CH:6][CH:7]=1)[C@@H:9]([CH2:20][C:21]1[CH:26]=[CH:25][CH:24]=[C:23]([F:27])[CH:22]=1)[CH2:10][OH:11])[C:29]1[CH:30]=[CH:31][CH:32]=[CH:33][CH:34]=1. The yield is 0.990. (2) The product is [C:1]([Si:5]([C:23]1[CH:28]=[CH:27][CH:26]=[CH:25][CH:24]=1)([C:29]1[CH:34]=[CH:33][CH:32]=[CH:31][CH:30]=1)[O:6][CH2:7][CH2:8][CH2:9][CH2:10][O:11][NH2:12])([CH3:4])([CH3:2])[CH3:3]. The yield is 0.900. The catalyst is ClCCl. The reactants are [C:1]([Si:5]([C:29]1[CH:34]=[CH:33][CH:32]=[CH:31][CH:30]=1)([C:23]1[CH:28]=[CH:27][CH:26]=[CH:25][CH:24]=1)[O:6][CH2:7][CH2:8][CH2:9][CH2:10][O:11][N:12]1C(=O)C2C(=CC=CC=2)C1=O)([CH3:4])([CH3:3])[CH3:2].CNN. (3) The reactants are [NH2:1][C:2]1[O:6][N:5]=[C:4]([C:7]2[CH:12]=[CH:11][C:10]([O:13][C:14]([F:17])([F:16])[F:15])=[CH:9][CH:8]=2)[C:3]=1[C:18]([OH:20])=O.Cl.C(N=C=NCCCN(C)C)C.[F:33][C:34]1[CH:39]=[CH:38][CH:37]=[CH:36][C:35]=1[N:40]1[CH2:45][CH2:44][NH:43][CH2:42][CH2:41]1. The catalyst is ClCCl. The yield is 0.640. The product is [NH2:1][C:2]1[O:6][N:5]=[C:4]([C:7]2[CH:12]=[CH:11][C:10]([O:13][C:14]([F:17])([F:15])[F:16])=[CH:9][CH:8]=2)[C:3]=1[C:18]([N:43]1[CH2:42][CH2:41][N:40]([C:35]2[CH:36]=[CH:37][CH:38]=[CH:39][C:34]=2[F:33])[CH2:45][CH2:44]1)=[O:20].